From a dataset of Catalyst prediction with 721,799 reactions and 888 catalyst types from USPTO. Predict which catalyst facilitates the given reaction. (1) Reactant: [Cl:1][C:2]1[CH:7]=[C:6]2[NH:8][C:9](=[O:41])[C:10]3([CH:15]([C:16]4[CH:21]=[C:20]([Cl:22])[CH:19]=[CH:18][C:17]=4[O:23][C:24]([C:27]([O:29]CC)=[O:28])([CH3:26])[CH3:25])[CH2:14][C:13](=[O:32])[NH:12][CH:11]3[C:33]3[CH:38]=[C:37]([F:39])[CH:36]=[CH:35][C:34]=3[CH3:40])[C:5]2=[CH:4][CH:3]=1.[OH-].[K+]. Product: [Cl:1][C:2]1[CH:7]=[C:6]2[NH:8][C:9](=[O:41])[C:10]3([CH:15]([C:16]4[CH:21]=[C:20]([Cl:22])[CH:19]=[CH:18][C:17]=4[O:23][C:24]([C:27]([OH:29])=[O:28])([CH3:25])[CH3:26])[CH2:14][C:13](=[O:32])[NH:12][CH:11]3[C:33]3[CH:38]=[C:37]([F:39])[CH:36]=[CH:35][C:34]=3[CH3:40])[C:5]2=[CH:4][CH:3]=1. The catalyst class is: 1. (2) Reactant: [CH3:1][O:2][C:3]1[CH:4]=[C:5]2[C:10](=[CH:11][C:12]=1[O:13][CH2:14][CH2:15][N:16]1[CH2:21][CH2:20][NH:19][CH2:18][CH2:17]1)[N:9]=[CH:8][N:7]=[C:6]2[O:22][C:23]1[CH:24]=[C:25]2[C:29](=[CH:30][CH:31]=1)[NH:28][C:27]([CH3:32])=[CH:26]2.Cl[CH2:34][C:35](=[O:37])[CH3:36].C(=O)([O-])[O-].[K+].[K+]. Product: [C:35]([CH2:36][N:19]1[CH2:20][CH2:21][N:16]([CH2:15][CH2:14][O:13][C:12]2[CH:11]=[C:10]3[C:5]([C:6]([O:22][C:23]4[CH2:24][C:25]5[C:29](=[CH:30][CH:31]=4)[N:28]=[C:27]([CH3:32])[CH:26]=5)=[N:7][CH:8]=[N:9]3)=[CH:4][C:3]=2[O:2][CH3:1])[CH2:17][CH2:18]1)(=[O:37])[CH3:34]. The catalyst class is: 44. (3) Reactant: [O:1]1[CH:5]=[CH:4][CH:3]=[C:2]1[C:6]1[C:7]2[N:15]=[N:14][N:13]([CH2:16][C:17]3[CH:22]=[CH:21][CH:20]=[C:19]([CH2:23][OH:24])[N:18]=3)[C:8]=2[N:9]=[C:10]([NH2:12])[N:11]=1.[H-].[Na+].[CH2:27](Br)[CH:28]=[CH2:29]. Product: [CH2:27]([O:24][CH2:23][C:19]1[N:18]=[C:17]([CH2:16][N:13]2[C:8]3[N:9]=[C:10]([N:12]([CH2:22][CH:17]=[CH2:16])[CH2:6][CH:2]=[CH2:3])[N:11]=[C:6]([C:2]4[O:1][CH:5]=[CH:4][CH:3]=4)[C:7]=3[N:15]=[N:14]2)[CH:22]=[CH:21][CH:20]=1)[CH:28]=[CH2:29]. The catalyst class is: 3. (4) Reactant: [F:1][C:2]1[CH:7]=[CH:6][C:5]([NH:8][C:9]([N:11]2[CH2:14][CH2:13][CH2:12]2)=[O:10])=[CH:4][C:3]=1[C:15]1[N:16]=[C:17]2[N:22]=[CH:21][C:20]([C:23]([CH3:25])=[CH2:24])=[CH:19][N:18]2[CH:26]=1. Product: [F:1][C:2]1[CH:7]=[CH:6][C:5]([NH:8][C:9]([N:11]2[CH2:14][CH2:13][CH2:12]2)=[O:10])=[CH:4][C:3]=1[C:15]1[N:16]=[C:17]2[N:22]=[CH:21][C:20]([CH:23]([CH3:24])[CH3:25])=[CH:19][N:18]2[CH:26]=1. The catalyst class is: 394. (5) Reactant: [NH:1]1[C:5]2[CH:6]=[CH:7][C:8]([NH2:10])=[CH:9][C:4]=2[N:3]=[CH:2]1.[Cl:11][C:12]1[CH:13]=[C:14]([CH:17]=[CH:18][C:19]=1[Cl:20])[CH:15]=O.C([O:23][C:24](=O)[C:25](=[O:35])[CH2:26][C:27]([CH:29]1[CH2:34][CH2:33][CH2:32][CH2:31][CH2:30]1)=[O:28])C. Product: [NH:1]1[C:5]2[CH:6]=[CH:7][C:8]([N:10]3[CH:15]([C:14]4[CH:17]=[CH:18][C:19]([Cl:20])=[C:12]([Cl:11])[CH:13]=4)[C:26]([C:27]([CH:29]4[CH2:34][CH2:33][CH2:32][CH2:31][CH2:30]4)=[O:28])=[C:25]([OH:35])[C:24]3=[O:23])=[CH:9][C:4]=2[N:3]=[CH:2]1. The catalyst class is: 8. (6) Reactant: [CH2:1]([O:8][C:9]1[CH:18]=[C:17]2[C:12]([C:13](Cl)=[N:14][CH:15]=[N:16]2)=[CH:11][C:10]=1[O:20][CH3:21])[C:2]1[CH:7]=[CH:6][CH:5]=[CH:4][CH:3]=1.C(=O)([O-])[O-].[K+].[K+].[OH:28][C:29]1[CH:38]=[C:37]2[C:32]([CH:33]=[CH:34][CH:35]=[N:36]2)=[CH:31][CH:30]=1.[OH-].[Na+]. Product: [CH2:1]([O:8][C:9]1[CH:18]=[C:17]2[C:12]([C:13]([O:28][C:29]3[CH:38]=[C:37]4[C:32]([CH:33]=[CH:34][CH:35]=[N:36]4)=[CH:31][CH:30]=3)=[N:14][CH:15]=[N:16]2)=[CH:11][C:10]=1[O:20][CH3:21])[C:2]1[CH:7]=[CH:6][CH:5]=[CH:4][CH:3]=1. The catalyst class is: 3. (7) Reactant: [NH:1]1[C:5]2[CH:6]=[CH:7][CH:8]=[CH:9][C:4]=2[N:3]=[C:2]1[C:10]([C:12]1[CH:37]=[CH:36][C:15]([O:16][C:17]2[C:18]([CH:23]3[CH2:28][CH2:27][N:26](C(OC(C)(C)C)=O)[CH2:25][CH2:24]3)=[N:19][CH:20]=[CH:21][N:22]=2)=[CH:14][CH:13]=1)=[O:11].FC(F)(F)C(O)=O. Product: [NH:1]1[C:5]2[CH:6]=[CH:7][CH:8]=[CH:9][C:4]=2[N:3]=[C:2]1[C:10]([C:12]1[CH:37]=[CH:36][C:15]([O:16][C:17]2[C:18]([CH:23]3[CH2:28][CH2:27][NH:26][CH2:25][CH2:24]3)=[N:19][CH:20]=[CH:21][N:22]=2)=[CH:14][CH:13]=1)=[O:11]. The catalyst class is: 22. (8) Reactant: [OH:1][C:2]1[CH:3]=[CH:4][C:5]([C:8]([OH:10])=O)=[N:6][CH:7]=1.CN([C:14]([O:18][N:19]1N=NC2C=CC=N[C:20]1=2)=[N+](C)C)C.F[P-](F)(F)(F)(F)F.Cl.CONC.O. Product: [OH:1][C:2]1[CH:3]=[CH:4][C:5]([C:8]([N:19]([O:18][CH3:14])[CH3:20])=[O:10])=[N:6][CH:7]=1. The catalyst class is: 3. (9) Reactant: Cl[C:2]1[C:3]2[C:10]([C:11]([F:14])([F:13])[F:12])=[CH:9][N:8]([CH2:15][CH:16]3[CH2:21][CH2:20][N:19]([S:22]([CH3:25])(=[O:24])=[O:23])[CH2:18][CH2:17]3)[C:4]=2[N:5]=[CH:6][N:7]=1.[Si]([Br:30])(C)(C)C.C(#N)C.C([O-])(O)=O.[Na+]. Product: [Br:30][C:2]1[C:3]2[C:10]([C:11]([F:14])([F:13])[F:12])=[CH:9][N:8]([CH2:15][CH:16]3[CH2:21][CH2:20][N:19]([S:22]([CH3:25])(=[O:24])=[O:23])[CH2:18][CH2:17]3)[C:4]=2[N:5]=[CH:6][N:7]=1. The catalyst class is: 425.